This data is from Catalyst prediction with 721,799 reactions and 888 catalyst types from USPTO. The task is: Predict which catalyst facilitates the given reaction. The catalyst class is: 11. Product: [Br:1][C:2]1[CH:7]=[C:6]([F:8])[CH:5]=[CH:4][C:3]=1[CH2:9][C:10]1[S:57][C:13]([C:15]2[CH:46]=[C:18]3[N:19]=[C:20]([CH3:45])[C:21]([C@H:34]([O:40][C:41]([CH3:44])([CH3:43])[CH3:42])[C:35]([O:37][CH2:38][CH3:39])=[O:36])=[C:22]([N:23]4[CH2:28][CH2:27][C:26]([CH2:30][CH2:31][CH:32]=[CH2:33])([CH3:29])[CH2:25][CH2:24]4)[N:17]3[N:16]=2)=[N:12][CH:11]=1. Reactant: [Br:1][C:2]1[CH:7]=[C:6]([F:8])[CH:5]=[CH:4][C:3]=1[CH2:9][C:10](=O)[CH2:11][NH:12][C:13]([C:15]1[CH:46]=[C:18]2[N:19]=[C:20]([CH3:45])[C:21]([C@H:34]([O:40][C:41]([CH3:44])([CH3:43])[CH3:42])[C:35]([O:37][CH2:38][CH3:39])=[O:36])=[C:22]([N:23]3[CH2:28][CH2:27][C:26]([CH2:30][CH2:31][CH:32]=[CH2:33])([CH3:29])[CH2:25][CH2:24]3)[N:17]2[N:16]=1)=O.COC1C=CC(P2(SP(C3C=CC(OC)=CC=3)(=S)S2)=[S:57])=CC=1.